This data is from Forward reaction prediction with 1.9M reactions from USPTO patents (1976-2016). The task is: Predict the product of the given reaction. (1) Given the reactants [NH2:1][CH2:2][CH:3]1[CH2:6][CH2:5][N:4]1[C:7]([O:9][C:10]([CH3:13])([CH3:12])[CH3:11])=[O:8].[CH:14](=O)[C:15]1[CH:20]=[CH:19][CH:18]=[CH:17][CH:16]=1.[BH4-].[Na+], predict the reaction product. The product is: [CH2:14]([NH:1][CH2:2][CH:3]1[CH2:6][CH2:5][N:4]1[C:7]([O:9][C:10]([CH3:13])([CH3:12])[CH3:11])=[O:8])[C:15]1[CH:20]=[CH:19][CH:18]=[CH:17][CH:16]=1. (2) Given the reactants [F:1][CH2:2][CH2:3][N:4]1[C:16]2[CH2:15][CH2:14][CH2:13][CH:12]([C:17](O)=[O:18])[C:11]=2[C:10]2[C:5]1=[CH:6][CH:7]=[CH:8][C:9]=2[O:20][CH3:21].C(Cl)(=O)C([Cl:25])=O.CN(C=O)C, predict the reaction product. The product is: [F:1][CH2:2][CH2:3][N:4]1[C:16]2[CH2:15][CH2:14][CH2:13][CH:12]([C:17]([Cl:25])=[O:18])[C:11]=2[C:10]2[C:5]1=[CH:6][CH:7]=[CH:8][C:9]=2[O:20][CH3:21]. (3) Given the reactants [F:1][C:2]([F:44])([C:40]([F:43])([F:42])[F:41])[CH2:3][CH2:4][CH2:5][S:6]([CH2:8][CH2:9][CH2:10][CH2:11][CH2:12][O:13][C:14]1[CH:19]=[CH:18][C:17]([C@H:20]2[CH2:37][C@@:35]3([CH3:36])[C@@H:31]([CH2:32][CH2:33][C@@H:34]3[OH:38])[C@H:30]3[C@H:21]2[C:22]2[CH:23]=[CH:24][C:25]([OH:39])=[CH:26][C:27]=2[CH2:28][CH2:29]3)=[CH:16][CH:15]=1)=[O:7].[H-].[Na+].CC1C=CC(S(O[CH:58]2[CH2:62][CH2:61][CH2:60][CH2:59]2)(=O)=O)=CC=1.[Cl-].[NH4+], predict the reaction product. The product is: [CH:58]1([O:39][C:25]2[CH:24]=[CH:23][C:22]3[C@@H:21]4[C@H:30]([C@H:31]5[C@@:35]([CH2:37][C@@H:20]4[C:17]4[CH:16]=[CH:15][C:14]([O:13][CH2:12][CH2:11][CH2:10][CH2:9][CH2:8][S:6]([CH2:5][CH2:4][CH2:3][C:2]([F:1])([F:44])[C:40]([F:41])([F:42])[F:43])=[O:7])=[CH:19][CH:18]=4)([CH3:36])[C@@H:34]([OH:38])[CH2:33][CH2:32]5)[CH2:29][CH2:28][C:27]=3[CH:26]=2)[CH2:62][CH2:61][CH2:60][CH2:59]1. (4) Given the reactants [OH:1][C:2]1[CH:9]=[CH:8][CH:7]=[CH:6][C:3]=1[C:4]#[N:5].C(=O)([O-])[O-].[K+].[K+].[CH2:16](Br)[CH3:17], predict the reaction product. The product is: [CH2:16]([O:1][C:2]1[CH:9]=[CH:8][CH:7]=[CH:6][C:3]=1[C:4]#[N:5])[CH3:17]. (5) Given the reactants Br[C:2]1[CH:7]=[CH:6][CH:5]=[C:4]([Br:8])[N:3]=1.C([Li])CCC.[C:14]1([S:20][S:20][C:14]2[CH:19]=[CH:18][CH:17]=[CH:16][CH:15]=2)[CH:19]=[CH:18][CH:17]=[CH:16][CH:15]=1, predict the reaction product. The product is: [Br:8][C:4]1[CH:5]=[CH:6][CH:7]=[C:2]([S:20][C:14]2[CH:19]=[CH:18][CH:17]=[CH:16][CH:15]=2)[N:3]=1.